Task: Predict the reactants needed to synthesize the given product.. Dataset: Full USPTO retrosynthesis dataset with 1.9M reactions from patents (1976-2016) (1) Given the product [C:22]([O:26][C:27](=[O:40])[CH2:28][CH:29]1[CH2:35][CH2:34][C:33](=[O:36])[NH:32][C:31]2[CH:37]=[CH:38][S:39][C:30]1=2)([CH3:25])([CH3:23])[CH3:24], predict the reactants needed to synthesize it. The reactants are: CC1C(NC(=O)CCC(OCC)=O)=C(C=CC=1Cl)C(O)=O.[C:22]([O:26][C:27](=[O:40])[CH2:28][C:29]1[C:30]2[S:39][CH:38]=[CH:37][C:31]=2[NH:32][C:33](=[O:36])[CH2:34][CH:35]=1)([CH3:25])([CH3:24])[CH3:23]. (2) Given the product [OH:8][C@H:7]([C:9]1[CH:10]=[C:11]([CH:12]=[CH:13][CH:14]=1)[C:25]([O:27][C:28]([CH3:31])([CH3:30])[CH3:29])=[O:26])[CH2:6][CH3:15], predict the reactants needed to synthesize it. The reactants are: C(N(CCCC)[C@H:6]([CH3:15])[C@H:7]([C:9]1[CH:14]=[CH:13][CH:12]=[CH:11][CH:10]=1)[OH:8])CCC.C(C1C=C(C=CC=1)[C:25]([O:27][C:28]([CH3:31])([CH3:30])[CH3:29])=[O:26])=O.C([Zn]CC)C.[Cl-].[NH4+].Cl. (3) Given the product [CH3:39][O:40][CH2:11][O:12][C:13]1[C:14]([N:19]([C:20]2[CH:21]=[CH:22][CH:23]=[CH:24][CH:25]=2)[C:26]2[CH:31]=[CH:30][CH:29]=[CH:28][CH:27]=2)=[N:15][CH:16]=[CH:17][CH:18]=1, predict the reactants needed to synthesize it. The reactants are: ClC1C=C(NC2[C:18]3[C:13](=[C:14]([N:19]([C:26]4[CH:31]=[CH:30][CH:29]=[CH:28][CH:27]=4)[C:20]4[CH:25]=[CH:24][CH:23]=[CH:22][CH:21]=4)[N:15]=[CH:16][CH:17]=3)[O:12][C:11]=2N)C=CC=1F.BrC1[C:39]([O:40]COC)=CC=CN=1.C1(NC2C=CC=CC=2)C=CC=CC=1. (4) Given the product [C:1]([C:5]1[O:9][N:8]=[C:7]([NH:10][C:11]([NH:13][C:14]2[CH:19]=[CH:18][CH:17]=[C:16]([O:20][C:21]3[C:30]4[C:25](=[CH:26][C:27]([O:33][CH2:34][CH2:35][CH2:36][N:41]5[CH2:42][CH2:43][N:38]([CH2:44][CH2:45][OH:46])[CH2:39][CH2:40]5)=[C:28]([O:31][CH3:32])[CH:29]=4)[N:24]=[CH:23][N:22]=3)[CH:15]=2)=[O:12])[CH:6]=1)([CH3:4])([CH3:3])[CH3:2], predict the reactants needed to synthesize it. The reactants are: [C:1]([C:5]1[O:9][N:8]=[C:7]([NH:10][C:11]([NH:13][C:14]2[CH:19]=[CH:18][CH:17]=[C:16]([O:20][C:21]3[C:30]4[C:25](=[CH:26][C:27]([O:33][CH2:34][CH2:35][CH2:36]Cl)=[C:28]([O:31][CH3:32])[CH:29]=4)[N:24]=[CH:23][N:22]=3)[CH:15]=2)=[O:12])[CH:6]=1)([CH3:4])([CH3:3])[CH3:2].[N:38]1([CH2:44][CH2:45][OH:46])[CH2:43][CH2:42][NH:41][CH2:40][CH2:39]1.C(N(C(C)C)CC)(C)C. (5) Given the product [OH:21][NH:20][C:3](=[O:2])[CH:4]=[CH:5][CH:6]=[CH:7][CH2:8][S:9]([C:11]1[CH:16]=[CH:15][C:14]([O:17][CH3:18])=[CH:13][CH:12]=1)=[O:10], predict the reactants needed to synthesize it. The reactants are: C[O:2][C:3](=O)[CH:4]=[CH:5][CH:6]=[CH:7][CH2:8][S:9]([C:11]1[CH:16]=[CH:15][C:14]([O:17][CH3:18])=[CH:13][CH:12]=1)=[O:10].[NH2:20][OH:21].[OH-].[K+].CO. (6) Given the product [Br:14][C:11]1[CH:10]=[CH:9][C:8]([C:7]([OH:15])([CH2:1][CH3:2])[CH2:19][CH3:20])=[CH:13][CH:12]=1, predict the reactants needed to synthesize it. The reactants are: [CH2:1]([Mg]Br)[CH3:2].CO[C:7](=[O:15])[C:8]1[CH:13]=[CH:12][C:11]([Br:14])=[CH:10][CH:9]=1.[Cl-].[NH4+].O1CC[CH2:20][CH2:19]1. (7) Given the product [OH:1][C:2]1([C:9]([F:17])([F:18])[C:10](=[O:15])[C:11]([F:13])([F:14])[F:12])[CH2:3][CH2:4][C:5](=[O:8])[CH2:6][CH2:7]1, predict the reactants needed to synthesize it. The reactants are: [OH:1][C:2]1([C:9]([F:18])([F:17])[C:10](O)([OH:15])[C:11]([F:14])([F:13])[F:12])[CH2:7][CH2:6][C:5](=[O:8])[CH2:4][CH2:3]1.O.